From a dataset of NCI-60 drug combinations with 297,098 pairs across 59 cell lines. Regression. Given two drug SMILES strings and cell line genomic features, predict the synergy score measuring deviation from expected non-interaction effect. (1) Drug 1: CCC1(CC2CC(C3=C(CCN(C2)C1)C4=CC=CC=C4N3)(C5=C(C=C6C(=C5)C78CCN9C7C(C=CC9)(C(C(C8N6C=O)(C(=O)OC)O)OC(=O)C)CC)OC)C(=O)OC)O.OS(=O)(=O)O. Drug 2: C1CC(=O)NC(=O)C1N2C(=O)C3=CC=CC=C3C2=O. Cell line: NCI/ADR-RES. Synergy scores: CSS=3.81, Synergy_ZIP=1.30, Synergy_Bliss=2.04, Synergy_Loewe=5.28, Synergy_HSA=-1.07. (2) Drug 1: CN1CCC(CC1)COC2=C(C=C3C(=C2)N=CN=C3NC4=C(C=C(C=C4)Br)F)OC. Drug 2: C1=CC=C(C(=C1)C(C2=CC=C(C=C2)Cl)C(Cl)Cl)Cl. Cell line: SF-295. Synergy scores: CSS=3.12, Synergy_ZIP=-0.0789, Synergy_Bliss=3.46, Synergy_Loewe=0.953, Synergy_HSA=2.37. (3) Drug 1: C1=C(C(=O)NC(=O)N1)N(CCCl)CCCl. Drug 2: C1=C(C(=O)NC(=O)N1)F. Cell line: KM12. Synergy scores: CSS=34.4, Synergy_ZIP=-9.75, Synergy_Bliss=-16.9, Synergy_Loewe=-15.2, Synergy_HSA=-12.8. (4) Drug 1: C1CN1C2=NC(=NC(=N2)N3CC3)N4CC4. Drug 2: C1=NNC2=C1C(=O)NC=N2. Cell line: BT-549. Synergy scores: CSS=25.5, Synergy_ZIP=1.34, Synergy_Bliss=2.00, Synergy_Loewe=-0.851, Synergy_HSA=3.35. (5) Drug 1: CN1C(=O)N2C=NC(=C2N=N1)C(=O)N. Drug 2: CN(CCCl)CCCl.Cl. Cell line: MALME-3M. Synergy scores: CSS=15.8, Synergy_ZIP=-3.38, Synergy_Bliss=-0.966, Synergy_Loewe=-1.84, Synergy_HSA=1.21. (6) Cell line: HT29. Drug 1: CC1C(C(=O)NC(C(=O)N2CCCC2C(=O)N(CC(=O)N(C(C(=O)O1)C(C)C)C)C)C(C)C)NC(=O)C3=C4C(=C(C=C3)C)OC5=C(C(=O)C(=C(C5=N4)C(=O)NC6C(OC(=O)C(N(C(=O)CN(C(=O)C7CCCN7C(=O)C(NC6=O)C(C)C)C)C)C(C)C)C)N)C. Synergy scores: CSS=17.1, Synergy_ZIP=-0.969, Synergy_Bliss=1.94, Synergy_Loewe=-12.0, Synergy_HSA=-0.441. Drug 2: CC(C)CN1C=NC2=C1C3=CC=CC=C3N=C2N. (7) Drug 1: C1CN1P(=S)(N2CC2)N3CC3. Drug 2: C1CC(C1)(C(=O)O)C(=O)O.[NH2-].[NH2-].[Pt+2]. Cell line: UACC62. Synergy scores: CSS=39.6, Synergy_ZIP=-10.4, Synergy_Bliss=-0.653, Synergy_Loewe=0.789, Synergy_HSA=3.09.